From a dataset of Reaction yield outcomes from USPTO patents with 853,638 reactions. Predict the reaction yield, written as a fraction of the theoretical maximum amount of product (1.0 means a 100% yield; for example, 0.34 means a 34% yield). (1) The catalyst is CN(C=O)C. The product is [C:19]([C:14]1[CH:13]=[C:12]([N:6]2[C:7]([C:9]([N:21]3[C:23]4[C:24](=[CH:35][C:33]([N:32]5[CH2:31][CH2:9][CH2:7][CH2:8][CH2:4][C:2]5=[O:3])=[CH:34][CH:22]=4)[CH2:25][CH2:26]3)=[O:11])=[CH:8][C:4]([C:2]([NH2:1])=[O:3])=[N:5]2)[CH:17]=[CH:16][C:15]=1[F:18])#[N:20]. The reactants are [NH2:1][C:2]([C:4]1[CH:8]=[C:7]([C:9]([OH:11])=O)[N:6]([C:12]2[CH:17]=[CH:16][C:15]([F:18])=[C:14]([C:19]#[N:20])[CH:13]=2)[N:5]=1)=[O:3].[N:21]1[CH:26]=[CH:25][CH:24]=[CH:23][CH:22]=1.C(N=[C:31]=[N:32][CH:33]([CH3:35])[CH3:34])(C)C.Cl. The yield is 0.490. (2) The reactants are [Cl:1][C:2]1[N:7]=[C:6](OC)[N:5]=[C:4]([NH:10][C:11]2[CH:16]=[CH:15][C:14]([N:17]3[CH:21]=[C:20]([CH3:22])[N:19]=[CH:18]3)=[C:13]([O:23][CH3:24])[CH:12]=2)[N:3]=1.[CH2:25]([N:27](CC)CC)C.Cl[C:33]1N=C(Cl)N=C(N(C)C)N=1. The catalyst is CO. The product is [Cl:1][C:2]1[N:3]=[C:4]([N:10]([C:11]2[CH:16]=[CH:15][C:14]([N:17]3[CH:21]=[C:20]([CH3:22])[N:19]=[CH:18]3)=[C:13]([O:23][CH3:24])[CH:12]=2)[CH3:33])[N:5]=[C:6]([NH:27][CH3:25])[N:7]=1. The yield is 0.570. (3) The reactants are [CH3:1][C:2]1[C:3]([C:11]2[S:15][C:14]([C:16]([OH:18])=O)=[CH:13][CH:12]=2)=[N:4][O:5][C:6]=1[C:7]([F:10])([F:9])[F:8].[NH2:19][C:20]1[CH:25]=[CH:24][N:23]=[CH:22][C:21]=1[Cl:26].C1COCC1.C(N(CC)CC)C. The catalyst is N1C=CC=CC=1. The product is [Cl:26][C:21]1[CH:22]=[N:23][CH:24]=[CH:25][C:20]=1[NH:19][C:16]([C:14]1[S:15][C:11]([C:3]2[C:2]([CH3:1])=[C:6]([C:7]([F:8])([F:9])[F:10])[O:5][N:4]=2)=[CH:12][CH:13]=1)=[O:18]. The yield is 0.830. (4) The reactants are [Br:1][C:2]1[CH:3]=[C:4]([CH:8]2[CH2:13][CH2:12][N:11]([C:14](OC(C)(C)C)=O)[CH2:10][CH2:9]2)[CH:5]=[CH:6][CH:7]=1.C=O. The catalyst is C(O)=O. The product is [Br:1][C:2]1[CH:3]=[C:4]([CH:8]2[CH2:13][CH2:12][N:11]([CH3:14])[CH2:10][CH2:9]2)[CH:5]=[CH:6][CH:7]=1. The yield is 0.990.